Dataset: In vitro SARS-CoV-2 activity screen of 1,480 approved drugs from Prestwick library. Task: Binary Classification. Given a drug SMILES string, predict its activity (active/inactive) in a high-throughput screening assay against a specified biological target. (1) The drug is CCC[C@@H]1C[C@@H](C(=O)N[C@H]([C@H](C)Cl)[C@H]2O[C@H](SC)[C@H](OP(=O)(O)O)[C@@H](O)[C@H]2O)N(C)C1. The result is 0 (inactive). (2) The molecule is Nc1ncnc2c1ncn2[C@@H]1O[C@H](COP(=O)(O)O)[C@@H](O)[C@H]1O.O. The result is 0 (inactive).